From a dataset of Full USPTO retrosynthesis dataset with 1.9M reactions from patents (1976-2016). Predict the reactants needed to synthesize the given product. (1) The reactants are: C[O:2][C:3]1[CH:12]=[C:11]2[C:6]([C@H:7]([C:20]3[CH:25]=[CH:24][C:23]([O:26][CH2:27][CH2:28][N:29]4[CH2:33][CH2:32][CH2:31][CH2:30]4)=[CH:22][CH:21]=3)[C@H:8]([C:13]3[CH:18]=[CH:17][CH:16]=[C:15]([CH3:19])[CH:14]=3)[CH2:9][O:10]2)=[CH:5][CH:4]=1.Cl.N1C=CC=CC=1. Given the product [OH:2][C:3]1[CH:12]=[C:11]2[C:6]([C@H:7]([C:20]3[CH:25]=[CH:24][C:23]([O:26][CH2:27][CH2:28][N:29]4[CH2:33][CH2:32][CH2:31][CH2:30]4)=[CH:22][CH:21]=3)[C@H:8]([C:13]3[CH:18]=[CH:17][CH:16]=[C:15]([CH3:19])[CH:14]=3)[CH2:9][O:10]2)=[CH:5][CH:4]=1, predict the reactants needed to synthesize it. (2) Given the product [OH:1][CH2:2][CH2:3][CH2:4][CH2:5][N:6]([CH2:40][CH2:41][CH2:42][CH2:43][OH:44])[C:7]1[C:8]([O:38][CH3:39])=[CH:9][C:10](/[N:24]=[N:25]/[C:26]2[C:31]([C:32]#[N:33])=[CH:30][C:29]([N+:34]([O-:36])=[O:35])=[CH:28][C:27]=2[C:46]#[N:47])=[C:11]([NH:13][C:14](=[O:23])[CH2:15][CH:16]([CH3:22])[CH2:17][C:18]([CH3:21])([CH3:20])[CH3:19])[CH:12]=1, predict the reactants needed to synthesize it. The reactants are: [OH:1][CH2:2][CH2:3][CH2:4][CH2:5][N:6]([CH2:40][CH2:41][CH2:42][CH2:43][OH:44])[C:7]1[C:8]([O:38][CH3:39])=[CH:9][C:10]([N:24]=[N:25][C:26]2[C:31]([C:32]#[N:33])=[CH:30][C:29]([N+:34]([O-:36])=[O:35])=[CH:28][C:27]=2Br)=[C:11]([NH:13][C:14](=[O:23])[CH2:15][CH:16]([CH3:22])[CH2:17][C:18]([CH3:21])([CH3:20])[CH3:19])[CH:12]=1.[Cu][C:46]#[N:47].